Task: Regression. Given a peptide amino acid sequence and an MHC pseudo amino acid sequence, predict their binding affinity value. This is MHC class I binding data.. Dataset: Peptide-MHC class I binding affinity with 185,985 pairs from IEDB/IMGT (1) The peptide sequence is YGGKKAVTY. The MHC is HLA-A03:01 with pseudo-sequence HLA-A03:01. The binding affinity (normalized) is 0.0847. (2) The peptide sequence is ALKANNKVY. The MHC is HLA-B15:01 with pseudo-sequence HLA-B15:01. The binding affinity (normalized) is 0.393. (3) The peptide sequence is DVSRPTTVV. The MHC is HLA-A02:06 with pseudo-sequence HLA-A02:06. The binding affinity (normalized) is 0.126. (4) The peptide sequence is SQRVEFLEY. The MHC is HLA-B15:17 with pseudo-sequence HLA-B15:17. The binding affinity (normalized) is 0.0847. (5) The peptide sequence is NEVGARILT. The MHC is HLA-B18:01 with pseudo-sequence HLA-B18:01. The binding affinity (normalized) is 0.400.